This data is from Reaction yield outcomes from USPTO patents with 853,638 reactions. The task is: Predict the reaction yield, written as a fraction of the theoretical maximum amount of product (1.0 means a 100% yield; for example, 0.34 means a 34% yield). The reactants are [H-].[Na+].[CH:3]([SH:6])([CH3:5])[CH3:4].[H][H].Cl[C:10]1[CH:15]=[C:14]([C:16]2[C:21]([Cl:22])=[CH:20][C:19]([C:23]([F:26])([F:25])[F:24])=[CH:18][C:17]=2[Cl:27])[CH:13]=[CH:12][C:11]=1[N+:28]([O-:30])=[O:29]. The catalyst is CN(C)C=O. The product is [CH:3]([S:6][C:12]1[CH:13]=[C:14]([C:16]2[C:21]([Cl:22])=[CH:20][C:19]([C:23]([F:26])([F:24])[F:25])=[CH:18][C:17]=2[Cl:27])[CH:15]=[CH:10][C:11]=1[N+:28]([O-:30])=[O:29])([CH3:5])[CH3:4]. The yield is 0.900.